From a dataset of Reaction yield outcomes from USPTO patents with 853,638 reactions. Predict the reaction yield, written as a fraction of the theoretical maximum amount of product (1.0 means a 100% yield; for example, 0.34 means a 34% yield). (1) The reactants are [C:1]1([O:11][CH2:12][C:13]([NH:15][C@H:16]([C:20]([NH:22][CH:23]([CH:32]([OH:35])[CH2:33][F:34])[CH2:24][C:25]([O:27][C:28]([CH3:31])([CH3:30])[CH3:29])=[O:26])=[O:21])[CH:17]([CH3:19])[CH3:18])=[O:14])[C:10]2[C:5](=[CH:6][CH:7]=[CH:8][CH:9]=2)[CH:4]=[CH:3][CH:2]=1.C[N+]1([O-])CCOCC1. The catalyst is C(Cl)Cl.[Ru]([O-])(=O)(=O)=O.C([N+](CCC)(CCC)CCC)CC. The product is [C:1]1([O:11][CH2:12][C:13]([NH:15][C@H:16]([C:20]([NH:22][CH:23]([C:32](=[O:35])[CH2:33][F:34])[CH2:24][C:25]([O:27][C:28]([CH3:29])([CH3:31])[CH3:30])=[O:26])=[O:21])[CH:17]([CH3:18])[CH3:19])=[O:14])[C:10]2[C:5](=[CH:6][CH:7]=[CH:8][CH:9]=2)[CH:4]=[CH:3][CH:2]=1. The yield is 0.400. (2) The reactants are O1CCCCC1[N:7]1[C:15]2[C:10](=[CH:11][C:12]([C:16]3[N:20]=[CH:19][N:18](C(C4C=CC=CC=4)(C4C=CC=CC=4)C4C=CC=CC=4)[N:17]=3)=[CH:13][CH:14]=2)[C:9]([C:40]2[CH:41]=[C:42]([NH2:46])[CH:43]=[CH:44][CH:45]=2)=[N:8]1.Cl[CH2:48][C:49](Cl)=[O:50].C(N(CC)C(C)C)(C)C.[CH3:61][N:62]1[CH2:67][CH2:66][NH:65][CH2:64][CH2:63]1. The catalyst is O1CCCC1.O. The product is [NH:18]1[CH:19]=[N:20][C:16]([C:12]2[CH:11]=[C:10]3[C:15](=[CH:14][CH:13]=2)[NH:7][N:8]=[C:9]3[C:40]2[CH:41]=[C:42]([NH:46][C:49](=[O:50])[CH2:48][N:65]3[CH2:66][CH2:67][N:62]([CH3:61])[CH2:63][CH2:64]3)[CH:43]=[CH:44][CH:45]=2)=[N:17]1. The yield is 0.540. (3) The reactants are [C:1]([C:3]1[C:11]2[O:10][C:9]([CH3:12])=[N:8][C:7]=2[C:6]([N+:13]([O-])=O)=[CH:5][CH:4]=1)#[N:2]. The catalyst is CCOC(C)=O.[Fe]. The product is [NH2:13][C:6]1[C:7]2[N:8]=[C:9]([CH3:12])[O:10][C:11]=2[C:3]([C:1]#[N:2])=[CH:4][CH:5]=1. The yield is 0.890.